This data is from Full USPTO retrosynthesis dataset with 1.9M reactions from patents (1976-2016). The task is: Predict the reactants needed to synthesize the given product. (1) Given the product [Cl:13][C:10]1[CH:11]=[CH:12][C:7]([C:6]2[O:5][C:4]([CH3:15])([CH3:14])[C:3](=[O:16])[C:2]=2[C:25]2[CH:26]=[CH:27][C:28]([O:29][CH2:30][C:31]3[CH:40]=[CH:39][C:38]4[C:33](=[CH:34][CH:35]=[CH:36][CH:37]=4)[N:32]=3)=[CH:41][CH:42]=2)=[CH:8][CH:9]=1, predict the reactants needed to synthesize it. The reactants are: Br[C:2]1[C:3](=[O:16])[C:4]([CH3:15])([CH3:14])[O:5][C:6]=1[C:7]1[CH:12]=[CH:11][C:10]([Cl:13])=[CH:9][CH:8]=1.CC1(C)C(C)(C)OB([C:25]2[CH:42]=[CH:41][C:28]([O:29][CH2:30][C:31]3[CH:40]=[CH:39][C:38]4[C:33](=[CH:34][CH:35]=[CH:36][CH:37]=4)[N:32]=3)=[CH:27][CH:26]=2)O1.C([O-])([O-])=O.[Cs+].[Cs+]. (2) Given the product [Cl:20][C:21]1[CH:26]=[CH:25][C:24]([CH2:27][O:1][C:2]2[CH:10]=[CH:9][C:8]3[NH:7][C:6]4[CH:11]([CH2:14][C:15]([O:17][CH2:18][CH3:19])=[O:16])[CH2:12][CH2:13][C:5]=4[C:4]=3[CH:3]=2)=[CH:23][C:22]=1[C:29]([F:30])([F:31])[F:32], predict the reactants needed to synthesize it. The reactants are: [OH:1][C:2]1[CH:10]=[CH:9][C:8]2[NH:7][C:6]3[CH:11]([CH2:14][C:15]([O:17][CH2:18][CH3:19])=[O:16])[CH2:12][CH2:13][C:5]=3[C:4]=2[CH:3]=1.[Cl:20][C:21]1[CH:26]=[CH:25][C:24]([CH2:27]Cl)=[CH:23][C:22]=1[C:29]([F:32])([F:31])[F:30].C(=O)([O-])[O-].[Cs+].[Cs+]. (3) Given the product [CH3:23][O:25][C:8]1[O:9][C:10]2[C:5]([C:6](=[O:17])[CH:7]=1)=[CH:4][CH:3]=[C:2]([OH:1])[CH:11]=2, predict the reactants needed to synthesize it. The reactants are: [OH:1][C:2]1[CH:11]=[C:10]2[C:5]([C:6](=[O:17])[CH:7]=[C:8](C(OCC)=O)[O:9]2)=[CH:4][CH:3]=1.[Cl-].[Ca+2].[Cl-].[BH4-].[Na+].[CH2:23]([OH:25])C. (4) Given the product [NH2:26][C:23]1[C:22](=[O:25])[NH:21][N:20]=[C:19]([N:10]2[CH:11]=[C:12]([C:13]3[CH:14]=[CH:15][N:16]=[CH:17][CH:18]=3)[C:8]([C:5]3[CH:6]=[CH:7][C:2]([F:1])=[CH:3][CH:4]=3)=[N:9]2)[CH:24]=1, predict the reactants needed to synthesize it. The reactants are: [F:1][C:2]1[CH:7]=[CH:6][C:5]([C:8]2[C:12]([C:13]3[CH:18]=[CH:17][N:16]=[CH:15][CH:14]=3)=[CH:11][N:10]([C:19]3[CH:24]=[CH:23][C:22](=[O:25])[NH:21][N:20]=3)[N:9]=2)=[CH:4][CH:3]=1.[NH2:26]C1C=C(C2C(C3C=CC(F)=CC=3)=NN(C3C=CC(=O)NN=3)C=2)C=CN=1. (5) Given the product [Cl:23][C:6]1[C:7]2[CH:8]=[C:9]([CH:10]3[CH2:11][CH2:12][N:13]([C:16]([O:18][C:19]([CH3:20])([CH3:22])[CH3:21])=[O:17])[CH2:14][CH2:15]3)[NH:1][C:2]=2[N:3]=[CH:4][N:5]=1, predict the reactants needed to synthesize it. The reactants are: [NH2:1][C:2]1[C:7]([C:8]#[C:9][CH:10]2[CH2:15][CH2:14][N:13]([C:16]([O:18][C:19]([CH3:22])([CH3:21])[CH3:20])=[O:17])[CH2:12][CH2:11]2)=[C:6]([Cl:23])[N:5]=[CH:4][N:3]=1.CC(C)([O-])C.[K+].C1OCCOCCOCCOCCOCCOC1. (6) Given the product [CH3:20][C:18]1([CH3:21])[C:17]2[C:12](=[CH:13][CH:14]=[CH:15][CH:16]=2)[CH:11]([C:22]([OH:24])=[O:23])[NH:10][CH2:19]1, predict the reactants needed to synthesize it. The reactants are: I[Si](C)(C)C.COC([N:10]1[CH2:19][C:18]([CH3:21])([CH3:20])[C:17]2[C:12](=[CH:13][CH:14]=[CH:15][CH:16]=2)[CH:11]1[C:22]([OH:24])=[O:23])=O. (7) Given the product [CH3:26][O:25][C:17]([C:18]1[N:16]=[C:15]([CH2:14][C:8]2[CH:9]=[CH:10][C:11]([F:13])=[CH:12][C:7]=2[Br:6])[NH:4][C:20](=[O:21])[C:19]=1[OH:1])=[O:24], predict the reactants needed to synthesize it. The reactants are: [OH-:1].[K+].Cl.[NH2:4]O.[Br:6][C:7]1[CH:12]=[C:11]([F:13])[CH:10]=[CH:9][C:8]=1[CH2:14][C:15]#[N:16].[C:17]([O:25][CH3:26])(=[O:24])[C:18]#[C:19][C:20](OC)=[O:21]. (8) Given the product [CH:1]1([CH2:6][CH:7]([N:11]2[C:16](=[O:17])[CH:15]=[C:14]([O:18][CH:19]3[CH:24]([CH3:25])[CH2:23][CH2:22][CH2:21][CH:20]3[CH3:26])[CH:13]=[N:12]2)[C:8]([NH:39][C:36]2[CH:37]=[CH:38][N:34]([CH2:33][C@@H:31]3[CH2:30][O:29][C:28]([CH3:40])([CH3:27])[O:32]3)[N:35]=2)=[O:10])[CH2:5][CH2:4][CH2:3][CH2:2]1, predict the reactants needed to synthesize it. The reactants are: [CH:1]1([CH2:6][CH:7]([N:11]2[C:16](=[O:17])[CH:15]=[C:14]([O:18][CH:19]3[CH:24]([CH3:25])[CH2:23][CH2:22][CH2:21][CH:20]3[CH3:26])[CH:13]=[N:12]2)[C:8]([OH:10])=O)[CH2:5][CH2:4][CH2:3][CH2:2]1.[CH3:27][C:28]1([CH3:40])[O:32][C@H:31]([CH2:33][N:34]2[CH:38]=[CH:37][C:36]([NH2:39])=[N:35]2)[CH2:30][O:29]1.